This data is from NCI-60 drug combinations with 297,098 pairs across 59 cell lines. The task is: Regression. Given two drug SMILES strings and cell line genomic features, predict the synergy score measuring deviation from expected non-interaction effect. (1) Drug 1: C1=NC2=C(N1)C(=S)N=C(N2)N. Drug 2: CN(C(=O)NC(C=O)C(C(C(CO)O)O)O)N=O. Cell line: CAKI-1. Synergy scores: CSS=43.2, Synergy_ZIP=-3.64, Synergy_Bliss=-4.01, Synergy_Loewe=-45.3, Synergy_HSA=-3.04. (2) Drug 1: CC1=CC2C(CCC3(C2CCC3(C(=O)C)OC(=O)C)C)C4(C1=CC(=O)CC4)C. Drug 2: C1=NC2=C(N1)C(=S)N=CN2. Cell line: IGROV1. Synergy scores: CSS=1.23, Synergy_ZIP=-0.00259, Synergy_Bliss=1.79, Synergy_Loewe=-4.50, Synergy_HSA=-0.324. (3) Drug 1: C1CCC(C(C1)N)N.C(=O)(C(=O)[O-])[O-].[Pt+4]. Drug 2: C(CN)CNCCSP(=O)(O)O. Cell line: HCT-15. Synergy scores: CSS=14.7, Synergy_ZIP=-3.56, Synergy_Bliss=-2.63, Synergy_Loewe=-27.5, Synergy_HSA=-4.36. (4) Drug 1: C(CN)CNCCSP(=O)(O)O. Drug 2: CC1C(C(CC(O1)OC2CC(CC3=C2C(=C4C(=C3O)C(=O)C5=C(C4=O)C(=CC=C5)OC)O)(C(=O)CO)O)N)O.Cl. Cell line: 786-0. Synergy scores: CSS=52.3, Synergy_ZIP=2.02, Synergy_Bliss=0.930, Synergy_Loewe=-41.9, Synergy_HSA=0.159.